From a dataset of Forward reaction prediction with 1.9M reactions from USPTO patents (1976-2016). Predict the product of the given reaction. Given the reactants CO[C:3]1[CH:4]=[C:5]([C:13]2[CH:17]=[C:16]([CH:18]=O)[NH:15][N:14]=2)[CH:6]=[C:7]([O:11][CH3:12])[C:8]=1[O:9]C.[F:20][C:21]1[CH:22]=[C:23]([NH2:28])[C:24]([NH2:27])=[CH:25][CH:26]=1, predict the reaction product. The product is: [O:9]1[C:8]2[CH:3]=[CH:4][C:5]([C:13]3[CH:17]=[C:16]([C:18]4[NH:27][C:24]5[CH:25]=[CH:26][C:21]([F:20])=[CH:22][C:23]=5[N:28]=4)[NH:15][N:14]=3)=[CH:6][C:7]=2[O:11][CH2:12]1.